Dataset: Full USPTO retrosynthesis dataset with 1.9M reactions from patents (1976-2016). Task: Predict the reactants needed to synthesize the given product. (1) Given the product [Br:19][C:20]1[CH:21]=[N:22][C:23]2[N:24]([C:2]([C:13]3[CH:18]=[CH:17][CH:16]=[CH:15][CH:14]=3)=[C:3]([C:5]3[CH:12]=[CH:11][C:8]([CH:9]=[O:10])=[CH:7][CH:6]=3)[N:26]=2)[CH:25]=1, predict the reactants needed to synthesize it. The reactants are: Br[CH:2]([C:13]1[CH:18]=[CH:17][CH:16]=[CH:15][CH:14]=1)[C:3]([C:5]1[CH:12]=[CH:11][C:8]([CH:9]=[O:10])=[CH:7][CH:6]=1)=O.[Br:19][C:20]1[CH:21]=[N:22][C:23]([NH2:26])=[N:24][CH:25]=1.O. (2) The reactants are: Br[C:2]1[N:3]=[CH:4][C:5]([NH2:8])=[N:6][CH:7]=1.CC1(C)C(C)(C)OB(B2OC(C)(C)C(C)(C)O2)O1.CC([O-])=O.[K+].C(Cl)Cl.[Br:35][C:36]1[CH:41]=[CH:40][C:39](I)=[C:38]([F:43])[CH:37]=1.C([O-])([O-])=O.[K+].[K+]. Given the product [Br:35][C:36]1[CH:41]=[CH:40][C:39]([C:2]2[N:3]=[CH:4][C:5]([NH2:8])=[N:6][CH:7]=2)=[C:38]([F:43])[CH:37]=1, predict the reactants needed to synthesize it. (3) Given the product [CH3:24][CH:23]([CH3:25])[CH2:22][C@H:21]([NH:26][C:27](=[O:33])[O:28][C:29]([CH3:31])([CH3:30])[CH3:32])[CH2:20][O:19][C:18]1[C:3]([C:1]2[O:2][CH:52]=[N:51][CH:50]=2)=[CH:4][C:5]2[C:14]3[C:9](=[CH:10][N:11]=[CH:12][CH:13]=3)[C:8](=[O:15])[N:7]([CH3:16])[C:6]=2[CH:17]=1, predict the reactants needed to synthesize it. The reactants are: [CH:1]([C:3]1[C:18]([O:19][CH2:20][C@@H:21]([NH:26][C:27](=[O:33])[O:28][C:29]([CH3:32])([CH3:31])[CH3:30])[CH2:22][CH:23]([CH3:25])[CH3:24])=[CH:17][C:6]2[N:7]([CH3:16])[C:8](=[O:15])[C:9]3[C:14]([C:5]=2[CH:4]=1)=[CH:13][CH:12]=[N:11][CH:10]=3)=[O:2].C([O-])([O-])=O.[K+].[K+].CC1C=CC(S([CH2:50][N+:51]#[C-:52])(=O)=O)=CC=1.